Task: Predict the reactants needed to synthesize the given product.. Dataset: Full USPTO retrosynthesis dataset with 1.9M reactions from patents (1976-2016) (1) Given the product [N+:26]([C:18]1[CH:17]=[CH:16][CH:21]=[CH:20][C:19]=1[S:22]([NH2:9])(=[O:24])=[O:23])([O-:28])=[O:27], predict the reactants needed to synthesize it. The reactants are: COC1C=C2C(=C(N)C=1)[N:9]=C(C)C=C2.C[C:16]1[CH:21]=[CH:20][C:19]([S:22](Cl)(=[O:24])=[O:23])=[C:18]([N+:26]([O-:28])=[O:27])[CH:17]=1. (2) Given the product [F:26][C:2]1([F:1])[CH2:4][CH:3]1[CH2:5][N:6]1[C:14]2[C:9](=[N:10][C:11]([C:15]3[CH2:16][CH:17]4[CH2:21][N:20]([S:37]([CH3:36])(=[O:39])=[O:38])[CH2:19][CH:18]4[CH:22]=3)=[CH:12][CH:13]=2)[N:8]([CH3:23])[S:7]1(=[O:25])=[O:24], predict the reactants needed to synthesize it. The reactants are: [F:1][C:2]1([F:26])[CH2:4][CH:3]1[CH2:5][N:6]1[C:14]2[C:9](=[N:10][C:11]([C:15]3[CH2:16][CH:17]4[CH2:21][NH:20][CH2:19][CH:18]4[CH:22]=3)=[CH:12][CH:13]=2)[N:8]([CH3:23])[S:7]1(=[O:25])=[O:24].CCN(C(C)C)C(C)C.[CH3:36][S:37](Cl)(=[O:39])=[O:38]. (3) Given the product [CH3:3][CH:4]([CH3:11])[CH:5]([S:7]([NH2:2])(=[O:9])=[O:8])[CH3:6], predict the reactants needed to synthesize it. The reactants are: [OH-].[NH4+:2].[CH3:3][CH:4]([CH3:11])[CH:5]([S:7](Cl)(=[O:9])=[O:8])[CH3:6]. (4) Given the product [Cl:1][C:2]1[CH:3]=[CH:4][C:5]([CH2:6][O:7][C:8]2[CH:17]=[C:16]3[C:11]([CH:12]=[C:13]([CH2:18][CH:19]([S:24][C:25]4[CH:30]=[CH:29][CH:28]=[CH:27][CH:26]=4)[C:20]([OH:22])=[O:21])[CH:14]=[N:15]3)=[CH:10][CH:9]=2)=[CH:31][CH:32]=1, predict the reactants needed to synthesize it. The reactants are: [Cl:1][C:2]1[CH:32]=[CH:31][C:5]([CH2:6][O:7][C:8]2[CH:17]=[C:16]3[C:11]([CH:12]=[C:13]([CH2:18][CH:19]([S:24][C:25]4[CH:30]=[CH:29][CH:28]=[CH:27][CH:26]=4)[C:20]([O:22]C)=[O:21])[CH:14]=[N:15]3)=[CH:10][CH:9]=2)=[CH:4][CH:3]=1.[OH-].[Na+].Cl.